The task is: Predict the reactants needed to synthesize the given product.. This data is from Full USPTO retrosynthesis dataset with 1.9M reactions from patents (1976-2016). (1) The reactants are: C(OC([N:8]1[CH2:12][C@H:11]([O:13][C:14]2[CH:19]=[CH:18][CH:17]=[C:16]([O:20][CH3:21])[CH:15]=2)[CH2:10][C@@H:9]1[C@@H:22]([OH:37])[C@@H:23]([NH:33][C:34](=[O:36])[CH3:35])[CH2:24][C:25]1[CH:30]=[C:29]([F:31])[CH:28]=[C:27]([F:32])[CH:26]=1)=O)(C)(C)C.[ClH:38]. Given the product [ClH:38].[F:31][C:29]1[CH:30]=[C:25]([CH:26]=[C:27]([F:32])[CH:28]=1)[CH2:24][C@H:23]([NH:33][C:34](=[O:36])[CH3:35])[C@H:22]([OH:37])[C@H:9]1[CH2:10][C@@H:11]([O:13][C:14]2[CH:19]=[CH:18][CH:17]=[C:16]([O:20][CH3:21])[CH:15]=2)[CH2:12][NH:8]1, predict the reactants needed to synthesize it. (2) The reactants are: [Br:1][C:2]1[CH:7]=[C:6]([CH3:8])[C:5]([C:9]2[CH:10]=[C:11]([C:22]([NH2:24])=[O:23])[N:12]3[C:17](S(C)=O)=[CH:16][C:15]([CH3:21])=[N:14][C:13]=23)=[C:4]([CH3:25])[CH:3]=1.[CH2:26]([NH:29][CH2:30][CH2:31][CH3:32])[CH2:27][CH3:28].C(=O)([O-])O.[Na+]. Given the product [Br:1][C:2]1[CH:7]=[C:6]([CH3:8])[C:5]([C:9]2[CH:10]=[C:11]([C:22]([NH2:24])=[O:23])[N:12]3[C:17]([N:29]([CH2:30][CH2:31][CH3:32])[CH2:26][CH2:27][CH3:28])=[CH:16][C:15]([CH3:21])=[N:14][C:13]=23)=[C:4]([CH3:25])[CH:3]=1, predict the reactants needed to synthesize it.